This data is from NCI-60 drug combinations with 297,098 pairs across 59 cell lines. The task is: Regression. Given two drug SMILES strings and cell line genomic features, predict the synergy score measuring deviation from expected non-interaction effect. Drug 1: CNC(=O)C1=CC=CC=C1SC2=CC3=C(C=C2)C(=NN3)C=CC4=CC=CC=N4. Drug 2: C1CCC(C(C1)N)N.C(=O)(C(=O)[O-])[O-].[Pt+4]. Cell line: HCT-15. Synergy scores: CSS=3.34, Synergy_ZIP=-1.96, Synergy_Bliss=4.36, Synergy_Loewe=1.22, Synergy_HSA=2.43.